From a dataset of Catalyst prediction with 721,799 reactions and 888 catalyst types from USPTO. Predict which catalyst facilitates the given reaction. Reactant: [OH:1][CH2:2][C:3]1[C:4]([C:18]([NH:20][C@H:21]([CH:23]([CH3:25])[CH3:24])[CH3:22])=[O:19])=[N:5][O:6][C:7]=1[C:8]1[CH:13]=[CH:12][C:11]([C:14]([F:17])([F:16])[F:15])=[CH:10][CH:9]=1.[CH3:26][S:27](Cl)(=[O:29])=[O:28].C(N(CC)CC)C. Product: [CH3:26][S:27]([O:1][CH2:2][C:3]1[C:4]([C:18](=[O:19])[NH:20][C@H:21]([CH:23]([CH3:25])[CH3:24])[CH3:22])=[N:5][O:6][C:7]=1[C:8]1[CH:13]=[CH:12][C:11]([C:14]([F:15])([F:16])[F:17])=[CH:10][CH:9]=1)(=[O:29])=[O:28]. The catalyst class is: 2.